This data is from Full USPTO retrosynthesis dataset with 1.9M reactions from patents (1976-2016). The task is: Predict the reactants needed to synthesize the given product. (1) Given the product [CH2:1]([O:24][C:21]1[CH:20]=[C:19]([C:18]2[CH:23]=[CH:22][C:21]([O:24][CH2:25][CH2:26][CH2:27][CH2:28][CH2:29][CH2:30][CH2:31][CH2:32][CH2:33][CH3:34])=[C:20]([O:35][CH2:36][CH2:37][CH2:38][CH2:39][CH2:40][CH2:41][CH2:42][CH2:43][CH2:44][CH3:45])[CH:19]=2)[CH:18]=[CH:12][C:16]=1[O:15][CH2:14][CH2:13][CH2:32][CH2:31][CH2:30][CH2:29][CH2:28][CH2:27][CH2:26][CH3:25])[CH2:2][CH2:3][CH2:4][CH2:5][CH2:6][CH2:8][CH2:9][CH2:10][CH3:11], predict the reactants needed to synthesize it. The reactants are: [CH3:1][CH2:2][CH2:3][CH2:4][CH2:5][CH3:6].[Li][CH2:8][CH2:9][CH2:10][CH3:11].[CH2:12]1[CH2:16][O:15][CH2:14][CH2:13]1.Br[C:18]1[CH:23]=[CH:22][C:21]([O:24][CH2:25][CH2:26][CH2:27][CH2:28][CH2:29][CH2:30][CH2:31][CH2:32][CH2:33][CH3:34])=[C:20]([O:35][CH2:36][CH2:37][CH2:38][CH2:39][CH2:40][CH2:41][CH2:42][CH2:43][CH2:44][CH3:45])[CH:19]=1. (2) Given the product [NH2:18][C:3]1[CH:4]=[C:5]([CH:16]=[CH:17][C:2]=1[Cl:1])[O:6][C:7]1[CH:8]=[CH:9][C:10]([NH2:13])=[N:11][CH:12]=1, predict the reactants needed to synthesize it. The reactants are: [Cl:1][C:2]1[CH:17]=[CH:16][C:5]([O:6][C:7]2[CH:8]=[CH:9][C:10]([N+:13]([O-])=O)=[N:11][CH:12]=2)=[CH:4][C:3]=1[N+:18]([O-])=O.Cl.C(O)C. (3) Given the product [F:4][C:3]([F:6])([F:5])[C:1]([OH:7])=[O:2].[CH3:19][CH:17]([O:16][C:15]1[CH:14]=[CH:13][C:12]([C:20]2[S:24][C:23]([N:25]3[C:40]([CH3:41])=[C:28]4[CH2:29][NH:30][CH2:31][CH2:32][C:27]4=[N:26]3)=[N:22][N:21]=2)=[CH:11][C:10]=1[C:8]#[N:9])[CH3:18], predict the reactants needed to synthesize it. The reactants are: [C:1]([OH:7])([C:3]([F:6])([F:5])[F:4])=[O:2].[C:8]([C:10]1[CH:11]=[C:12]([C:20]2[S:24][C:23]([N:25]3[C:40]([CH3:41])=[C:28]4[CH2:29][N:30](C(OC(C)(C)C)=O)[CH2:31][CH2:32][C:27]4=[N:26]3)=[N:22][N:21]=2)[CH:13]=[CH:14][C:15]=1[O:16][CH:17]([CH3:19])[CH3:18])#[N:9]. (4) Given the product [Si:1]([O:18][CH2:19][C:20]([C:23]1[S:24][C:25]([C:28]2[CH:29]=[C:30]([CH:31]=[CH:32][CH:33]=2)[NH2:34])=[CH:26][N:27]=1)([CH3:22])[CH3:21])([C:14]([CH3:15])([CH3:16])[CH3:17])([C:2]1[CH:7]=[CH:6][CH:5]=[CH:4][CH:3]=1)[C:8]1[CH:13]=[CH:12][CH:11]=[CH:10][CH:9]=1, predict the reactants needed to synthesize it. The reactants are: [Si:1]([O:18][CH2:19][C:20]([C:23]1[S:24][C:25]([C:28]2[CH:33]=[CH:32][CH:31]=[C:30]([N+:34]([O-])=O)[CH:29]=2)=[CH:26][N:27]=1)([CH3:22])[CH3:21])([C:14]([CH3:17])([CH3:16])[CH3:15])([C:8]1[CH:13]=[CH:12][CH:11]=[CH:10][CH:9]=1)[C:2]1[CH:7]=[CH:6][CH:5]=[CH:4][CH:3]=1.ClCCl.